From a dataset of Catalyst prediction with 721,799 reactions and 888 catalyst types from USPTO. Predict which catalyst facilitates the given reaction. (1) Reactant: [S:1]1[C:5]([C:6]2[N:10]3[N:11]=[C:12](Cl)[C:13]([CH3:16])=[C:14]([CH3:15])[C:9]3=[N:8][CH:7]=2)=[CH:4][C:3]2[CH:18]=[CH:19][CH:20]=[CH:21][C:2]1=2.CC1(C)C2C(=C(P(C3C=CC=CC=3)C3C=CC=CC=3)C=CC=2)OC2C(P(C3C=CC=CC=3)C3C=CC=CC=3)=CC=CC1=2.C(=O)([O-])[O-].[K+].[K+].[CH3:70][O:71][C:72]1[CH:73]=[C:74]([CH:76]=[CH:77][C:78]=1[O:79][CH3:80])[NH2:75]. Product: [S:1]1[C:5]([C:6]2[N:10]3[N:11]=[C:12]([NH:75][C:74]4[CH:76]=[CH:77][C:78]([O:79][CH3:80])=[C:72]([O:71][CH3:70])[CH:73]=4)[C:13]([CH3:16])=[C:14]([CH3:15])[C:9]3=[N:8][CH:7]=2)=[CH:4][C:3]2[CH:18]=[CH:19][CH:20]=[CH:21][C:2]1=2. The catalyst class is: 160. (2) Reactant: [H-].[Al+3].[Li+].[H-].[H-].[H-].[O:7]1[C:12]2[CH:13]=[CH:14][C:15]([CH2:17][CH2:18][CH2:19][CH2:20][C:21](OCC)=[O:22])=[CH:16][C:11]=2[O:10][CH2:9][CH2:8]1.S([O-])([O-])(=O)=O.[Na+].[Na+].C(OCC)(=O)C. Product: [O:7]1[C:12]2[CH:13]=[CH:14][C:15]([CH2:17][CH2:18][CH2:19][CH2:20][CH2:21][OH:22])=[CH:16][C:11]=2[O:10][CH2:9][CH2:8]1. The catalyst class is: 1. (3) Reactant: Cl.[Cl:2][C:3]1[CH:8]=[CH:7][C:6]([C:9]([CH:11]2[CH2:16][CH2:15][NH:14][CH2:13][CH2:12]2)=[O:10])=[CH:5][CH:4]=1.C(N(CC)CC)C.Br[CH2:25][C:26]([C:28]1[S:29][CH:30]=[CH:31][CH:32]=1)=[O:27].Cl. Product: [S:29]1[CH:30]=[CH:31][CH:32]=[C:28]1[C:26]([CH2:25][N:14]1[CH2:15][CH2:16][CH:11]([C:9](=[O:10])[C:6]2[CH:7]=[CH:8][C:3]([Cl:2])=[CH:4][CH:5]=2)[CH2:12][CH2:13]1)=[O:27]. The catalyst class is: 158. (4) Reactant: [F:1][C:2]1[C:3]([N:9]=[CH:10][N:11]([CH3:13])[CH3:12])=[N:4][C:5]([OH:8])=[N:6][CH:7]=1.[C:14]1([S:20](Cl)(=[O:22])=[O:21])[CH:19]=[CH:18][CH:17]=[CH:16][CH:15]=1. Product: [CH3:12][N:11]([CH:10]=[N:9][C:3]1[C:2]([F:1])=[CH:7][N:6]=[C:5]([O:8][S:20]([C:14]2[CH:19]=[CH:18][CH:17]=[CH:16][CH:15]=2)(=[O:22])=[O:21])[N:4]=1)[CH3:13]. The catalyst class is: 17. (5) Product: [C:20]([C:5]1[C:6]2[O:10][C:9]([C:11]3[CH:16]=[CH:15][C:14]([O:17][CH3:18])=[CH:13][CH:12]=3)=[CH:8][C:7]=2[CH:19]=[C:3]([O:2][CH3:1])[CH:4]=1)([CH3:22])=[CH2:21]. The catalyst class is: 1. Reactant: [CH3:1][O:2][C:3]1[CH:4]=[C:5]([C:20](O)([CH3:22])[CH3:21])[C:6]2[O:10][C:9]([C:11]3[CH:16]=[CH:15][C:14]([O:17][CH3:18])=[CH:13][CH:12]=3)=[CH:8][C:7]=2[CH:19]=1.